The task is: Predict the reactants needed to synthesize the given product.. This data is from Full USPTO retrosynthesis dataset with 1.9M reactions from patents (1976-2016). (1) The reactants are: [Cl:1][C:2]1[CH:7]=[CH:6][C:5]([C:8]2[N:12]([CH:13]([CH:23]3[CH2:28][CH2:27][CH2:26][CH2:25][CH2:24]3)[CH2:14][O:15]CC3CCCCC3)[C:11]3[CH:29]=[C:30]([F:34])[C:31]([F:33])=[CH:32][C:10]=3[N:9]=2)=[CH:4][CH:3]=1.[CH3:35][O:36][C:37](=[O:47])[C:38]1[CH:43]=[CH:42][C:41]([CH2:44]Br)=[C:40]([F:46])[CH:39]=1. Given the product [CH3:35][O:36][C:37](=[O:47])[C:38]1[CH:43]=[CH:42][C:41]([CH2:44][O:15][CH2:14][CH:13]([N:12]2[C:11]3[CH:29]=[C:30]([F:34])[C:31]([F:33])=[CH:32][C:10]=3[N:9]=[C:8]2[C:5]2[CH:6]=[CH:7][C:2]([Cl:1])=[CH:3][CH:4]=2)[CH:23]2[CH2:28][CH2:27][CH2:26][CH2:25][CH2:24]2)=[C:40]([F:46])[CH:39]=1, predict the reactants needed to synthesize it. (2) Given the product [ClH:24].[NH2:1][CH2:2][CH2:3][NH:4][S:21]([C:20]([F:26])([F:25])[F:19])(=[O:23])=[O:22], predict the reactants needed to synthesize it. The reactants are: [NH2:1][CH2:2][CH2:3][NH:4]C(=O)OC(C)(C)C.C(N(CC)CC)C.[F:19][C:20]([F:26])([F:25])[S:21]([Cl:24])(=[O:23])=[O:22].C(OCC)(=O)C. (3) Given the product [CH2:7]([N:14]1[CH:18]=[C:17]([CH2:19][OH:20])[CH:16]=[N:15]1)[C:8]1[CH:9]=[CH:10][CH:11]=[CH:12][CH:13]=1, predict the reactants needed to synthesize it. The reactants are: [H-].[Al+3].[Li+].[H-].[H-].[H-].[CH2:7]([N:14]1[CH:18]=[C:17]([C:19](OCC)=[O:20])[CH:16]=[N:15]1)[C:8]1[CH:13]=[CH:12][CH:11]=[CH:10][CH:9]=1. (4) Given the product [CH3:100][C:98]([NH:97][C@H:85]1[C@@H:84]([O:21][P:20]([O:19][P:16]([O:15][CH2:14][C@H:12]2[O:13][C@@H:9]([N:3]3[C:4](=[O:5])[NH:6][C:7](=[O:8])[CH:1]=[CH:2]3)[C@H:10]([OH:25])[C@@H:11]2[OH:24])([OH:18])=[O:17])([OH:22])=[O:23])[O:91][C@H:90]([CH2:92][OH:93])[C@@H:88]([OH:89])[C@@H:86]1[OH:87])=[O:99], predict the reactants needed to synthesize it. The reactants are: [CH:1]1[C:7](=[O:8])[NH:6][C:4](=[O:5])[N:3]([C@@H:9]2[O:13][C@H:12]([CH2:14][O:15][P:16]([O:19][P:20]([OH:23])([OH:22])=[O:21])([OH:18])=[O:17])[C@@H:11]([OH:24])[C@H:10]2[OH:25])[CH:2]=1.OC1O[C@H](CO)[C@@H](O)[C@H](O)[C@H]1NS(O)(=O)=O.OC1O[C@H](CO)[C@@H](O)[C@H](O)[C@H]1NS(O)(=O)=O.C1C(=O)NC(=O)N([C@@H]2O[C@H](COP(OP(O)(O)=O)(O)=O)[C@@H](O)[C@H]2O)C=1.O[CH:84]1[O:91][C@H:90]([CH2:92][O:93]N=[N+]=[N-])[C@@H:88]([OH:89])[C@H:86]([OH:87])[C@H:85]1[NH:97][C:98]([CH3:100])=[O:99].